From a dataset of Forward reaction prediction with 1.9M reactions from USPTO patents (1976-2016). Predict the product of the given reaction. (1) Given the reactants [CH:1]([OH:3])=O.C(OC(=O)C)(=O)C.[Cl:11][C:12]1[C:24]2[C:23]3[C:18](=[CH:19][CH:20]=[C:21]([NH2:25])[CH:22]=3)[NH:17][C:16]=2[N:15]=[CH:14][CH:13]=1.C(OC)(C)(C)C, predict the reaction product. The product is: [Cl:11][C:12]1[C:24]2[C:23]3[C:18](=[CH:19][CH:20]=[C:21]([NH:25][CH:1]=[O:3])[CH:22]=3)[NH:17][C:16]=2[N:15]=[CH:14][CH:13]=1. (2) The product is: [Br:1][C:2]1[C:7]([F:8])=[C:6](/[CH:9]=[CH:10]/[N+:11]([O-:13])=[O:12])[CH:5]=[CH:4][N:3]=1. Given the reactants [Br:1][C:2]1[C:7]([F:8])=[C:6]([CH:9](O)[CH2:10][N+:11]([O-:13])=[O:12])[CH:5]=[CH:4][N:3]=1.C(OC(=O)C)(=O)C, predict the reaction product.